Dataset: Reaction yield outcomes from USPTO patents with 853,638 reactions. Task: Predict the reaction yield, written as a fraction of the theoretical maximum amount of product (1.0 means a 100% yield; for example, 0.34 means a 34% yield). (1) The reactants are Br[C:2]1[CH:3]=[N:4][N:5]([C:7]2[C:8]([NH2:13])=[N:9][CH:10]=[CH:11][CH:12]=2)[CH:6]=1.[CH2:14]([O:21][C:22]1[CH:41]=[CH:40][C:25]([CH2:26][Sn](CCCC)(CCCC)CCCC)=[CH:24][CH:23]=1)[C:15]1[CH:20]=[CH:19][CH:18]=[CH:17][CH:16]=1.C1(C)C=CC=CC=1P(C1C=CC=CC=1C)C1C=CC=CC=1C. The catalyst is C([O-])(=O)C.[Pd+2].C([O-])(=O)C.CN1CCCC1=O. The product is [CH2:14]([O:21][C:22]1[CH:23]=[CH:24][C:25]([CH2:26][C:2]2[CH:3]=[N:4][N:5]([C:7]3[C:8]([NH2:13])=[N:9][CH:10]=[CH:11][CH:12]=3)[CH:6]=2)=[CH:40][CH:41]=1)[C:15]1[CH:16]=[CH:17][CH:18]=[CH:19][CH:20]=1. The yield is 0.0400. (2) The reactants are [CH3:1][O:2][C:3]1[CH:11]=[CH:10][C:6]([C@@H:7]([NH2:9])[CH3:8])=[CH:5][CH:4]=1.[Cl:12][C:13]1[CH:18]=[N:17][CH:16]=[C:15](Cl)[N:14]=1. No catalyst specified. The product is [Cl:12][C:13]1[N:14]=[C:15]([NH:9][C@H:7]([C:6]2[CH:10]=[CH:11][C:3]([O:2][CH3:1])=[CH:4][CH:5]=2)[CH3:8])[CH:16]=[N:17][CH:18]=1. The yield is 0.790. (3) The reactants are [F:1][C:2]1[CH:7]=[C:6]([N:8]([CH2:21][C:22]2[CH:23]=[C:24]([C:29]3[C:34]([CH3:35])=[CH:33][C:32]([O:36][CH2:37][C:38]4([OH:46])[CH2:43][CH2:42][S:41](=[O:45])(=[O:44])[CH2:40][CH2:39]4)=[CH:31][C:30]=3[CH3:47])[C:25]([CH3:28])=[CH:26][CH:27]=2)S(C2C=CC=CC=2[N+]([O-])=O)(=O)=O)[CH:5]=[CH:4][C:3]=1[CH2:48][CH2:49][C:50]([O:52][CH2:53][CH3:54])=[O:51].SCC(O)=O.O.[OH-].[Li+]. The catalyst is CN(C)C=O.[Cl-].[Na+].O. The product is [F:1][C:2]1[CH:7]=[C:6]([NH:8][CH2:21][C:22]2[CH:23]=[C:24]([C:29]3[C:30]([CH3:47])=[CH:31][C:32]([O:36][CH2:37][C:38]4([OH:46])[CH2:39][CH2:40][S:41](=[O:44])(=[O:45])[CH2:42][CH2:43]4)=[CH:33][C:34]=3[CH3:35])[C:25]([CH3:28])=[CH:26][CH:27]=2)[CH:5]=[CH:4][C:3]=1[CH2:48][CH2:49][C:50]([O:52][CH2:53][CH3:54])=[O:51]. The yield is 0.930.